Dataset: Retrosynthesis with 50K atom-mapped reactions and 10 reaction types from USPTO. Task: Predict the reactants needed to synthesize the given product. (1) Given the product CN1CCN([C@H]2CC[C@@H](n3cc(-c4ccc5c(c4)OC(c4ccccc4)CC5)c4c(N)ncnc43)CC2)CC1=O, predict the reactants needed to synthesize it. The reactants are: CN1CCNCC1=O.Nc1ncnc2c1c(-c1ccc3c(c1)OC(c1ccccc1)CC3)cn2C1CCC(=O)CC1. (2) Given the product N#Cc1c(C2CCCNC2)cc(-c2c(O)cccc2OCc2ccccc2)nc1N, predict the reactants needed to synthesize it. The reactants are: CC(C)(C)OC(=O)N1CCCC(c2cc(-c3c(O)cccc3OCc3ccccc3)nc(N)c2C#N)C1. (3) Given the product O[C@@H](c1ccccc1Cl)[C@H](O)COCc1ccccc1, predict the reactants needed to synthesize it. The reactants are: CC(=O)O[C@H](COCc1ccccc1)[C@@H](O)c1ccccc1Cl. (4) The reactants are: CC(C)(C)OC(=O)N1CCC(C(=O)Cl)CC1.Cc1cc(Br)c(NC(C)C)cc1C. Given the product Cc1cc(Br)c(N(C(=O)C2CCN(C(=O)OC(C)(C)C)CC2)C(C)C)cc1C, predict the reactants needed to synthesize it. (5) Given the product CC(C)=CC(=O)NC(=S)N(C)C, predict the reactants needed to synthesize it. The reactants are: CC(C)=CC(=O)N=C=S.CNC. (6) Given the product CCOC(=O)C=CC1CCN(Cc2ccccc2)CC1, predict the reactants needed to synthesize it. The reactants are: CCOC(=O)CP(=O)(OCC)OCC.O=CC1CCN(Cc2ccccc2)CC1.